From a dataset of TCR-epitope binding with 47,182 pairs between 192 epitopes and 23,139 TCRs. Binary Classification. Given a T-cell receptor sequence (or CDR3 region) and an epitope sequence, predict whether binding occurs between them. (1) The epitope is LLQTGIHVRVSQPSL. The TCR CDR3 sequence is CSASKGQGEAFF. Result: 1 (the TCR binds to the epitope). (2) The epitope is EILDITPCSF. The TCR CDR3 sequence is CASSYKPPGPDNEQFF. Result: 1 (the TCR binds to the epitope). (3) The epitope is KMQRMLLEK. The TCR CDR3 sequence is CASTRASTDTQYF. Result: 0 (the TCR does not bind to the epitope). (4) The epitope is IPSINVHHY. The TCR CDR3 sequence is CASSIVSTDTQYF. Result: 0 (the TCR does not bind to the epitope). (5) The epitope is RQLLFVVEV. Result: 1 (the TCR binds to the epitope). The TCR CDR3 sequence is CASSFGGVEQFF. (6) The epitope is NLVPMVATV. The TCR CDR3 sequence is CASSTLGDSREKLFF. Result: 0 (the TCR does not bind to the epitope).